This data is from Reaction yield outcomes from USPTO patents with 853,638 reactions. The task is: Predict the reaction yield, written as a fraction of the theoretical maximum amount of product (1.0 means a 100% yield; for example, 0.34 means a 34% yield). (1) The reactants are S(Cl)(Cl)=O.[CH3:5][S:6]([OH:9])(=O)=[O:7].[F:10][C:11]1[CH:16]=[CH:15][CH:14]=[CH:13][C:12]=1[F:17].FC(F)(F)S(O)(=O)=O. No catalyst specified. The product is [F:10][C:11]1[CH:16]=[CH:15][C:14]([S:6]([CH3:5])(=[O:9])=[O:7])=[CH:13][C:12]=1[F:17]. The yield is 0.590. (2) The reactants are Cl.[O:2]([NH2:4])[CH3:3].[Cl:5][C:6]1[CH:11]=[CH:10][C:9]([C:12](=O)[CH2:13][N:14]2[CH:18]=[CH:17][CH:16]=[N:15]2)=[CH:8][CH:7]=1. No catalyst specified. The product is [CH3:3][O:2]/[N:4]=[C:12](\[C:9]1[CH:10]=[CH:11][C:6]([Cl:5])=[CH:7][CH:8]=1)/[CH2:13][N:14]1[CH:18]=[CH:17][CH:16]=[N:15]1. The yield is 0.870. (3) The reactants are [Br:1][C:2]1[CH:3]=[C:4]([NH:9][C:10]([C:13]2[C:17]([NH:18][CH2:19][CH2:20][O:21][CH3:22])=[N:16][O:15][N:14]=2)=[N:11][OH:12])[CH:5]=[CH:6][C:7]=1[F:8].[C:23](N1C=CN=C1)(N1C=CN=C1)=[O:24]. The catalyst is C(OCC)(=O)C. The product is [Br:1][C:2]1[CH:3]=[C:4]([N:9]2[C:23](=[O:24])[O:12][N:11]=[C:10]2[C:13]2[C:17]([NH:18][CH2:19][CH2:20][O:21][CH3:22])=[N:16][O:15][N:14]=2)[CH:5]=[CH:6][C:7]=1[F:8]. The yield is 0.980. (4) The reactants are [C:1]([O:5][C:6]([N:8]1[CH:13]2[CH2:14][CH2:15][CH:9]1[CH2:10][NH:11][CH2:12]2)=[O:7])([CH3:4])([CH3:3])[CH3:2].Cl[C:17]1[N:22]=[CH:21][CH:20]=[CH:19][N:18]=1.C(N(CC)CC)C.C1COCC1. The catalyst is ClCCl. The product is [C:1]([O:5][C:6]([N:8]1[CH:9]2[CH2:15][CH2:14][CH:13]1[CH2:12][N:11]([C:17]1[N:22]=[CH:21][CH:20]=[CH:19][N:18]=1)[CH2:10]2)=[O:7])([CH3:4])([CH3:2])[CH3:3]. The yield is 0.710.